This data is from Full USPTO retrosynthesis dataset with 1.9M reactions from patents (1976-2016). The task is: Predict the reactants needed to synthesize the given product. (1) Given the product [OH:22][C@H:3]1[C@@H:2]([O:1][CH3:23])[C:11]2[CH:10]=[CH:9][N:8]3[CH:12]=[C:13]([CH3:15])[N:14]=[C:7]3[C:6]=2[NH:5][C@@H:4]1[C:16]1[CH:21]=[CH:20][CH:19]=[CH:18][CH:17]=1, predict the reactants needed to synthesize it. The reactants are: [OH:1][C@H:2]1[C:11]2[CH:10]=[CH:9][N:8]3[CH:12]=[C:13]([CH3:15])[N:14]=[C:7]3[C:6]=2[NH:5][C@H:4]([C:16]2[CH:21]=[CH:20][CH:19]=[CH:18][CH:17]=2)[C@H:3]1[OH:22].[C:23]1(C)C=CC(S(O)(=O)=O)=CC=1.CC(C)=O. (2) Given the product [Br:17][CH2:15][C:14]([C:11]1[CH:12]=[CH:13][C:8]([C:5]2[CH:4]=[CH:3][C:2]([Br:1])=[CH:7][CH:6]=2)=[CH:9][CH:10]=1)=[O:16], predict the reactants needed to synthesize it. The reactants are: [Br:1][C:2]1[CH:7]=[CH:6][C:5]([C:8]2[CH:13]=[CH:12][C:11]([C:14](=[O:16])[CH3:15])=[CH:10][CH:9]=2)=[CH:4][CH:3]=1.[Br:17]Br. (3) Given the product [NH2:1][C:2]1[C:7]([F:21])=[C:6]([O:8][C:9]2[CH:14]=[CH:13][C:12]([Cl:15])=[C:11]([Cl:16])[CH:10]=2)[N:5]=[C:4]([C:17]([OH:19])=[O:18])[C:3]=1[Cl:20], predict the reactants needed to synthesize it. The reactants are: [NH2:1][C:2]1[CH:7]=[C:6]([O:8][C:9]2[CH:14]=[CH:13][C:12]([Cl:15])=[C:11]([Cl:16])[CH:10]=2)[N:5]=[C:4]([C:17]([OH:19])=[O:18])[C:3]=1[Cl:20].[F:21][B-](F)(F)F.F[B-](F)(F)F.ClC[N+]12CC[N+](F)(CC1)CC2. (4) Given the product [CH3:1][C:2]1[C:14]([C:15]2[CH:16]=[CH:17][CH:18]=[CH:19][CH:20]=2)=[C:13]([N:21]2[CH2:24][CH:23]([N:25]([CH3:31])[CH3:26])[CH2:22]2)[N:5]2[C:6]3[CH:12]=[CH:11][CH:10]=[N:9][C:7]=3[N:8]=[C:4]2[C:3]=1[C:27]#[N:28], predict the reactants needed to synthesize it. The reactants are: [CH3:1][C:2]1[C:14]([C:15]2[CH:20]=[CH:19][CH:18]=[CH:17][CH:16]=2)=[C:13]([N:21]2[CH2:24][CH:23]([NH:25][CH3:26])[CH2:22]2)[N:5]2[C:6]3[CH:12]=[CH:11][CH:10]=[N:9][C:7]=3[N:8]=[C:4]2[C:3]=1[C:27]#[N:28].C=O.[C:31](O[BH-](OC(=O)C)OC(=O)C)(=O)C.[Na+].